Dataset: Full USPTO retrosynthesis dataset with 1.9M reactions from patents (1976-2016). Task: Predict the reactants needed to synthesize the given product. Given the product [CH3:1][O:2][C:3]1[CH:8]=[CH:7][CH:6]=[C:5]([O:9][CH2:10][C:11]2[CH:16]=[CH:15][C:14]([O:17][CH3:18])=[CH:13][CH:12]=2)[C:4]=1[C:19]1[NH:36][N:35]=[C:21]([NH:24][C:25]2[N:26]=[CH:27][C:28]([C:31]#[N:32])=[N:29][CH:30]=2)[CH:20]=1, predict the reactants needed to synthesize it. The reactants are: [CH3:1][O:2][C:3]1[CH:8]=[CH:7][CH:6]=[C:5]([O:9][CH2:10][C:11]2[CH:16]=[CH:15][C:14]([O:17][CH3:18])=[CH:13][CH:12]=2)[C:4]=1[C:19](=O)/[CH:20]=[C:21](\[NH:24][C:25]1[N:26]=[CH:27][C:28]([C:31]#[N:32])=[N:29][CH:30]=1)/SC.O.[NH2:35][NH2:36].C(O)(=O)C.